This data is from Peptide-MHC class I binding affinity with 185,985 pairs from IEDB/IMGT. The task is: Regression. Given a peptide amino acid sequence and an MHC pseudo amino acid sequence, predict their binding affinity value. This is MHC class I binding data. (1) The peptide sequence is ILSEKRKDT. The MHC is HLA-A02:03 with pseudo-sequence HLA-A02:03. The binding affinity (normalized) is 0.330. (2) The peptide sequence is YQRRRRFAI. The MHC is HLA-B46:01 with pseudo-sequence HLA-B46:01. The binding affinity (normalized) is 0.0847. (3) The peptide sequence is SIPISELSR. The MHC is HLA-A68:01 with pseudo-sequence HLA-A68:01. The binding affinity (normalized) is 0.777. (4) The peptide sequence is GGNQEIDHL. The MHC is Mamu-B01 with pseudo-sequence Mamu-B01. The binding affinity (normalized) is 0.